Dataset: Reaction yield outcomes from USPTO patents with 853,638 reactions. Task: Predict the reaction yield, written as a fraction of the theoretical maximum amount of product (1.0 means a 100% yield; for example, 0.34 means a 34% yield). (1) The reactants are [CH3:1][C:2]1[N:7]=[CH:6][C:5]([C:8]([NH:10][C:11]2[C:12]([C:22]([NH:24][CH2:25][C:26]([F:29])([F:28])[F:27])=[O:23])=[N:13][N:14](C3CCCCO3)[CH:15]=2)=[O:9])=[CH:4][CH:3]=1.O.C1(C)C=CC(S(O)(=O)=O)=CC=1. The catalyst is C(O)C. The product is [CH3:1][C:2]1[N:7]=[CH:6][C:5]([C:8]([NH:10][C:11]2[C:12]([C:22]([NH:24][CH2:25][C:26]([F:28])([F:27])[F:29])=[O:23])=[N:13][NH:14][CH:15]=2)=[O:9])=[CH:4][CH:3]=1. The yield is 0.790. (2) The product is [CH:1]1([C:4]([NH:6][C:7]2[N:8]=[C:9]3[CH:14]=[CH:13][C:12]([O:15][C:16]4[CH:17]=[C:18]([CH:22]=[CH:23][CH:24]=4)[C:19]([NH:32][C:31]4[CH:33]=[CH:34][C:28]([C:27]([F:26])([F:35])[F:36])=[CH:29][CH:30]=4)=[O:20])=[N:11][N:10]3[CH:25]=2)=[O:5])[CH2:3][CH2:2]1. The yield is 0.420. The reactants are [CH:1]1([C:4]([NH:6][C:7]2[N:8]=[C:9]3[CH:14]=[CH:13][C:12]([O:15][C:16]4[CH:17]=[C:18]([CH:22]=[CH:23][CH:24]=4)[C:19](O)=[O:20])=[N:11][N:10]3[CH:25]=2)=[O:5])[CH2:3][CH2:2]1.[F:26][C:27]([F:36])([F:35])[C:28]1[CH:34]=[CH:33][C:31]([NH2:32])=[CH:30][CH:29]=1.Cl.CN(C)CCCN=C=NCC. The catalyst is CN(C)C1C=CN=CC=1.N1C=CC=CC=1. (3) The reactants are C(=O)([O-])[O-].[K+].[K+].Cl.Cl.Cl.Cl.[CH2:11]([N:20]1[CH2:26][CH2:25][CH2:24][NH:23][CH2:22][CH2:21]1)[CH2:12][N:13]1[CH2:19][CH2:18][CH2:17][NH:16][CH2:15][CH2:14]1. The catalyst is O. The product is [CH2:11]([N:20]1[CH2:26][CH2:25][CH2:24][NH:23][CH2:22][CH2:21]1)[CH2:12][N:13]1[CH2:19][CH2:18][CH2:17][NH:16][CH2:15][CH2:14]1. The yield is 0.690. (4) The reactants are [F:1][C:2]1[CH:3]=[C:4]([CH:14]([CH3:18])[C:15]([OH:17])=O)[CH:5]=[CH:6][C:7]=1[CH2:8][O:9][CH2:10][CH2:11][O:12][CH3:13].CCN([CH:25]([CH3:27])[CH3:26])C(C)C.CCN=C=[N:32][CH2:33][CH2:34][CH2:35][N:36]([CH3:38])C.Cl.C1C=CC2N(O)N=[N:46][C:44]=2C=1.[Cl:50][C:51]1[CH:52]=C(N2C(CN)=CC(C(F)(F)F)=N2)[CH:54]=[CH:55][CH:56]=1.[CH2:68](Cl)Cl. No catalyst specified. The product is [C:25]([C:33]1[CH:34]=[C:35]([CH2:44][NH:46][C:15](=[O:17])[CH:14]([C:4]2[CH:5]=[CH:6][C:7]([CH2:8][O:9][CH2:10][CH2:11][O:12][CH3:13])=[C:2]([F:1])[CH:3]=2)[CH3:18])[N:36]([C:38]2[CH:54]=[CH:55][CH:56]=[C:51]([Cl:50])[CH:52]=2)[N:32]=1)([CH3:26])([CH3:27])[CH3:68]. The yield is 0.700.